This data is from Full USPTO retrosynthesis dataset with 1.9M reactions from patents (1976-2016). The task is: Predict the reactants needed to synthesize the given product. (1) The reactants are: [Br:1][C:2]1[S:3][C:4](Br)=[CH:5][CH:6]=1.[CH2:8]([O:10][C:11]([C:13]1[CH:14]=[C:15](B(O)O)[CH:16]=[CH:17][CH:18]=1)=[O:12])[CH3:9].C([O-])([O-])=O.[Na+].[Na+]. Given the product [Br:1][C:2]1[S:3][C:4]([C:17]2[CH:18]=[C:13]([CH:14]=[CH:15][CH:16]=2)[C:11]([O:10][CH2:8][CH3:9])=[O:12])=[CH:5][CH:6]=1, predict the reactants needed to synthesize it. (2) Given the product [Br:15][CH2:2][C:1]([C:4]1[CH:5]=[C:6]([CH:12]=[CH:13][CH:14]=1)[C:7]([N:9]([CH3:11])[CH3:10])=[O:8])=[O:3], predict the reactants needed to synthesize it. The reactants are: [C:1]([C:4]1[CH:5]=[C:6]([CH:12]=[CH:13][CH:14]=1)[C:7]([N:9]([CH3:11])[CH3:10])=[O:8])(=[O:3])[CH3:2].[Br:15]Br. (3) Given the product [C:6]([O:8][CH3:9])(=[O:7])[CH2:5][CH2:4][CH2:3][CH2:2][CH2:1][CH2:35][CH2:34][CH2:33][CH2:32][CH2:31][CH2:30][CH2:29][CH2:28][CH2:27][CH2:26][CH2:25][CH3:24], predict the reactants needed to synthesize it. The reactants are: [CH2:1](O)[C@H:2]1[O:7][C@H:6]([O:8][C@:9]2(CO)O[C@H](CO)[C@@H](O)[C@@H]2O)[C@H:5](O)[C@@H:4](O)[C@@H:3]1O.[C:24]([O-])(=O)[CH2:25][CH2:26][CH2:27][CH2:28][CH2:29][CH2:30][CH2:31][CH2:32][CH2:33][CH2:34][CH2:35]CCCCCC.[Na+].C(=O)([O-])[O-].[K+].[K+]. (4) Given the product [ClH:2].[NH2:11][CH2:10][CH2:9][C:6]1[CH:7]=[CH:8][C:3]([Cl:2])=[C:4]([CH:5]=1)[C:19]([NH:21][CH2:22][C:23]12[CH2:30][CH:29]3[CH2:31][CH:25]([CH2:26][CH:27]([CH2:28]3)[CH2:32]1)[CH2:24]2)=[O:20], predict the reactants needed to synthesize it. The reactants are: Cl.[Cl:2][C:3]1[CH:8]=[CH:7][C:6]([CH2:9][CH2:10][NH:11]C(=O)OC(C)(C)C)=[CH:5][C:4]=1[C:19]([NH:21][CH2:22][C:23]12[CH2:32][CH:27]3[CH2:28][CH:29]([CH2:31][CH:25]([CH2:26]3)[CH2:24]1)[CH2:30]2)=[O:20]. (5) Given the product [NH:7]1[C:8]2[CH:21]=[CH:20][CH:19]=[CH:18][C:9]=2[N:10]=[C:6]1[C@H:4]1[CH2:3][C@H:2]([OH:1])[CH2:5]1, predict the reactants needed to synthesize it. The reactants are: [OH:1][C@H:2]1[CH2:5][C@H:4]([C:6]2[N:10](C(OC(C)(C)C)=O)[C:9]3[CH:18]=[CH:19][CH:20]=[CH:21][C:8]=3[N:7]=2)[CH2:3]1. (6) Given the product [Cl:1][C:2]1[CH:3]=[CH:4][C:5]([O:8][C@H:9]2[CH2:17][N:12]3[CH2:13][CH2:14][N:15]([CH2:30][C:29]4[CH:32]=[CH:33][CH:34]=[C:27]([C:26]([F:25])([F:35])[F:36])[CH:28]=4)[CH2:16][C@@H:11]3[CH2:10]2)=[N:6][CH:7]=1, predict the reactants needed to synthesize it. The reactants are: [Cl:1][C:2]1[CH:3]=[CH:4][C:5]([O:8][C@H:9]2[CH2:17][N:12]3[CH2:13][CH2:14][NH:15][CH2:16][C@@H:11]3[CH2:10]2)=[N:6][CH:7]=1.C(N(CC)CC)C.[F:25][C:26]([F:36])([F:35])[C:27]1[CH:28]=[C:29]([CH:32]=[CH:33][CH:34]=1)[CH2:30]Cl.